Dataset: Forward reaction prediction with 1.9M reactions from USPTO patents (1976-2016). Task: Predict the product of the given reaction. (1) Given the reactants [Br:1][C:2]1[CH:7]=[CH:6][C:5]([OH:8])=[CH:4][CH:3]=1.[C:22]1(P([C:22]2[CH:27]=[CH:26][CH:25]=[CH:24][CH:23]=2)[C:22]2[CH:27]=[CH:26][CH:25]=[CH:24][CH:23]=2)[CH:27]=[CH:26][CH:25]=[CH:24][CH:23]=1.C(N(CC)CC)C.CC(OC(/N=N/C([O:45][CH:46]([CH3:48])C)=O)=O)C.C1C[O:52]CC1, predict the reaction product. The product is: [Br:1][C:2]1[CH:7]=[CH:6][C:5]([O:8][CH:25]2[CH2:24][CH2:23][C:22]3([O:45][CH2:46][CH2:48][O:52]3)[CH2:27][CH2:26]2)=[CH:4][CH:3]=1. (2) Given the reactants B(F)(F)F.CCOCC.[CH2:10]([Si](C)(C)C)[CH:11]=[CH2:12].O[CH:18]1[C@@H:26]2[C@@H:21]([C@H:22]3[CH2:27][C@@H:25]2[CH:24]=[CH:23]3)[S:20](=[O:29])(=[O:28])[N:19]1[C:30]1[CH:37]=[CH:36][C:33]([C:34]#[N:35])=[C:32]([C:38]([F:41])([F:40])[F:39])[CH:31]=1, predict the reaction product. The product is: [CH2:12]([C@H:18]1[C@H:26]2[C@H:21]([C@@H:22]3[CH2:27][C@H:25]2[CH:24]=[CH:23]3)[S:20](=[O:29])(=[O:28])[N:19]1[C:30]1[CH:37]=[CH:36][C:33]([C:34]#[N:35])=[C:32]([C:38]([F:41])([F:40])[F:39])[CH:31]=1)[CH:11]=[CH2:10]. (3) Given the reactants [Na:1].[S:2]([O-:6])([O-:5])(=[O:4])=[O:3].[CH2:7]1[O:9][CH2:8]1.[C:10]([OH:15])(=[O:14])[C:11]([CH3:13])=[CH2:12].[CH2:16]=[CH:17][C:18]1[CH:23]=[CH:22][CH:21]=[CH:20][CH:19]=1.[C:24]([OH:29])(=[O:28])[C:25]([CH3:27])=[CH2:26].S(OOS([O-])(=O)=O)([O-])(=O)=O.[NH4+].[NH4+], predict the reaction product. The product is: [CH:16]([CH2:12][C:11](=[CH2:13])[C:10]([OH:15])=[O:14])=[CH:17][C:18]1[CH:23]=[CH:22][CH:21]=[CH:20][CH:19]=1.[Na:1].[S:2]([O-:6])([O-:5])(=[O:4])=[O:3].[CH2:8]1[O:9][CH2:7]1.[C:24]([OH:29])(=[O:28])[C:25]([CH3:27])=[CH2:26].